Regression. Given two drug SMILES strings and cell line genomic features, predict the synergy score measuring deviation from expected non-interaction effect. From a dataset of NCI-60 drug combinations with 297,098 pairs across 59 cell lines. (1) Drug 1: C1CC(=O)NC(=O)C1N2CC3=C(C2=O)C=CC=C3N. Drug 2: CC12CCC3C(C1CCC2OP(=O)(O)O)CCC4=C3C=CC(=C4)OC(=O)N(CCCl)CCCl.[Na+]. Cell line: NCIH23. Synergy scores: CSS=8.28, Synergy_ZIP=-0.477, Synergy_Bliss=3.48, Synergy_Loewe=6.62, Synergy_HSA=5.07. (2) Drug 1: CC1=C(C=C(C=C1)NC(=O)C2=CC=C(C=C2)CN3CCN(CC3)C)NC4=NC=CC(=N4)C5=CN=CC=C5. Drug 2: C1CN(CCN1C(=O)CCBr)C(=O)CCBr. Cell line: CAKI-1. Synergy scores: CSS=3.47, Synergy_ZIP=0.698, Synergy_Bliss=6.50, Synergy_Loewe=-7.03, Synergy_HSA=-0.793. (3) Drug 1: CCC1=CC2CC(C3=C(CN(C2)C1)C4=CC=CC=C4N3)(C5=C(C=C6C(=C5)C78CCN9C7C(C=CC9)(C(C(C8N6C)(C(=O)OC)O)OC(=O)C)CC)OC)C(=O)OC.C(C(C(=O)O)O)(C(=O)O)O. Drug 2: CCCCC(=O)OCC(=O)C1(CC(C2=C(C1)C(=C3C(=C2O)C(=O)C4=C(C3=O)C=CC=C4OC)O)OC5CC(C(C(O5)C)O)NC(=O)C(F)(F)F)O. Cell line: RXF 393. Synergy scores: CSS=26.9, Synergy_ZIP=-12.0, Synergy_Bliss=-7.18, Synergy_Loewe=-4.66, Synergy_HSA=-4.78. (4) Drug 1: CC1=C2C(C(=O)C3(C(CC4C(C3C(C(C2(C)C)(CC1OC(=O)C(C(C5=CC=CC=C5)NC(=O)OC(C)(C)C)O)O)OC(=O)C6=CC=CC=C6)(CO4)OC(=O)C)O)C)O. Drug 2: CS(=O)(=O)OCCCCOS(=O)(=O)C. Cell line: SK-MEL-5. Synergy scores: CSS=38.7, Synergy_ZIP=-5.88, Synergy_Bliss=-8.92, Synergy_Loewe=-74.3, Synergy_HSA=-7.13. (5) Drug 1: CC1C(C(CC(O1)OC2CC(CC3=C2C(=C4C(=C3O)C(=O)C5=C(C4=O)C(=CC=C5)OC)O)(C(=O)CO)O)N)O.Cl. Drug 2: CC1CCCC2(C(O2)CC(NC(=O)CC(C(C(=O)C(C1O)C)(C)C)O)C(=CC3=CSC(=N3)C)C)C. Cell line: DU-145. Synergy scores: CSS=35.6, Synergy_ZIP=0.0779, Synergy_Bliss=-4.81, Synergy_Loewe=-26.8, Synergy_HSA=-3.99. (6) Drug 1: C1=NC2=C(N=C(N=C2N1C3C(C(C(O3)CO)O)O)F)N. Drug 2: CC(C)(C#N)C1=CC(=CC(=C1)CN2C=NC=N2)C(C)(C)C#N. Cell line: SK-OV-3. Synergy scores: CSS=1.89, Synergy_ZIP=0.942, Synergy_Bliss=5.85, Synergy_Loewe=-0.583, Synergy_HSA=-0.944. (7) Drug 1: C1=CC(=CC=C1C#N)C(C2=CC=C(C=C2)C#N)N3C=NC=N3. Drug 2: CC1C(C(CC(O1)OC2CC(CC3=C2C(=C4C(=C3O)C(=O)C5=C(C4=O)C(=CC=C5)OC)O)(C(=O)CO)O)N)O.Cl. Cell line: SF-295. Synergy scores: CSS=24.0, Synergy_ZIP=0.111, Synergy_Bliss=1.53, Synergy_Loewe=-9.60, Synergy_HSA=-0.246. (8) Drug 1: CC1=C(C=C(C=C1)NC2=NC=CC(=N2)N(C)C3=CC4=NN(C(=C4C=C3)C)C)S(=O)(=O)N.Cl. Drug 2: C1C(C(OC1N2C=NC3=C2NC=NCC3O)CO)O. Cell line: SR. Synergy scores: CSS=9.40, Synergy_ZIP=-4.14, Synergy_Bliss=-4.00, Synergy_Loewe=-0.757, Synergy_HSA=-0.746.